From a dataset of NCI-60 drug combinations with 297,098 pairs across 59 cell lines. Regression. Given two drug SMILES strings and cell line genomic features, predict the synergy score measuring deviation from expected non-interaction effect. Drug 1: C1=CC(=CC=C1CCCC(=O)O)N(CCCl)CCCl. Drug 2: CC1CCC2CC(C(=CC=CC=CC(CC(C(=O)C(C(C(=CC(C(=O)CC(OC(=O)C3CCCCN3C(=O)C(=O)C1(O2)O)C(C)CC4CCC(C(C4)OC)OCCO)C)C)O)OC)C)C)C)OC. Cell line: SN12C. Synergy scores: CSS=30.6, Synergy_ZIP=-12.6, Synergy_Bliss=-2.79, Synergy_Loewe=-1.53, Synergy_HSA=0.340.